Dataset: TCR-epitope binding with 47,182 pairs between 192 epitopes and 23,139 TCRs. Task: Binary Classification. Given a T-cell receptor sequence (or CDR3 region) and an epitope sequence, predict whether binding occurs between them. (1) The epitope is TLIGDCATV. The TCR CDR3 sequence is CASSPPGGYNEQFF. Result: 1 (the TCR binds to the epitope). (2) The epitope is MMISAGFSL. The TCR CDR3 sequence is CASSQETGGSLNYGYTF. Result: 0 (the TCR does not bind to the epitope).